This data is from hERG potassium channel inhibition data for cardiac toxicity prediction from Karim et al.. The task is: Regression/Classification. Given a drug SMILES string, predict its toxicity properties. Task type varies by dataset: regression for continuous values (e.g., LD50, hERG inhibition percentage) or binary classification for toxic/non-toxic outcomes (e.g., AMES mutagenicity, cardiotoxicity, hepatotoxicity). Dataset: herg_karim. (1) The molecule is C[C@H]([C@H](O)c1ccc2c(c1)CCC(=O)N2)N1CCC(O)(c2ccc3c(c2)COCC3)CC1. The result is 0 (non-blocker). (2) The compound is Cn1cc(-c2ccncc2)c(-c2ccc(F)cc2)n1. The result is 0 (non-blocker). (3) The molecule is Cc1cc2cc(Nc3ncnn4cc(-c5nnc(C)o5)c(C(C)C)c34)cnc2[nH]1. The result is 1 (blocker). (4) The compound is COc1ccccc1Oc1ccccc1CN1CCC2(CC1)CCN(C(=O)c1cccc[n+]1[O-])CC2. The result is 1 (blocker). (5) The molecule is COc1ccc2ncc(C#N)c(CCN3CCC(NCc4cc5c(cn4)OCS5)CC3)c2c1. The result is 1 (blocker). (6) The drug is O=C(Nc1ccc(C[C@@H]2CC[C@H]([C@H](O)c3ccccc3)N2)cc1)[C@@H]1CCc2nccc(=O)n21. The result is 0 (non-blocker). (7) The compound is OC(Cc1cccnc1-c1cc(Cl)cc(Cl)c1)(c1cccnc1)c1cccnc1. The result is 0 (non-blocker). (8) The result is 1 (blocker). The drug is COc1ccc(-c2cc(-c3ccc(S(C)(=O)=O)cc3)cnc2N)cn1. (9) The compound is O=c1ccc2ncc(F)c3c2n1C[C@@]3(O)CC12CCC(NCc3cc4c(cc3Cl)OCCO4)(CC1)CO2. The result is 0 (non-blocker). (10) The molecule is CCOC(=O)C1C2CC[C@H](C[C@@H]1OC(=O)c1ccccc1)N2C. The result is 1 (blocker).